Dataset: Full USPTO retrosynthesis dataset with 1.9M reactions from patents (1976-2016). Task: Predict the reactants needed to synthesize the given product. (1) Given the product [NH2:23][C@H:21]([C:4]1[CH:3]=[C:2]([Cl:1])[CH:7]=[CH:6][C:5]=1[CH:8]1[CH2:13][CH2:12][N:11]([C:14]([O:16][C:17]([CH3:18])([CH3:20])[CH3:19])=[O:15])[CH2:10][CH2:9]1)[CH3:22], predict the reactants needed to synthesize it. The reactants are: [Cl:1][C:2]1[CH:7]=[CH:6][C:5]([C:8]2[CH2:9][CH2:10][N:11]([C:14]([O:16][C:17]([CH3:20])([CH3:19])[CH3:18])=[O:15])[CH2:12][CH:13]=2)=[C:4]([C@@H:21]([N:23]=[N+]=[N-])[CH3:22])[CH:3]=1. (2) Given the product [C:2]([CH:4]=[CH:30][C:32]1[C:37]([NH:38][C:39]([O:41][CH2:42][CH3:43])=[O:40])=[CH:36][C:35]([C:44]2[CH:45]=[CH:46][C:47](=[O:53])[N:48]([CH:50]([CH3:52])[CH3:51])[N:49]=2)=[C:34]([C:54]2[CH:59]=[CH:58][CH:57]=[CH:56][CH:55]=2)[N:33]=1)#[N:3], predict the reactants needed to synthesize it. The reactants are: [Cl-].[C:2]([CH2:4][P+](C1C=CC=CC=1)(C1C=CC=CC=1)C1C=CC=CC=1)#[N:3].CC(C)([O-])C.[K+].[CH:30]([C:32]1[C:37]([NH:38][C:39]([O:41][CH2:42][CH3:43])=[O:40])=[CH:36][C:35]([C:44]2[CH:45]=[CH:46][C:47](=[O:53])[N:48]([CH:50]([CH3:52])[CH3:51])[N:49]=2)=[C:34]([C:54]2[CH:59]=[CH:58][CH:57]=[CH:56][CH:55]=2)[N:33]=1)=O.O. (3) Given the product [CH3:40][C:8]1[CH:9]=[C:10]([S:13][C:14]2[CH:19]=[C:18]([O:20][C:21]3[CH:26]=[CH:25][C:24]([C:27]([F:28])([F:29])[F:30])=[CH:23][N:22]=3)[CH:17]=[C:16]([C:31]#[C:32][CH2:33][N:34]3[CH2:39][CH2:38][O:37][CH2:36][CH2:35]3)[CH:15]=2)[CH:11]=[CH:12][C:7]=1[O:6][CH2:5][C:4]([OH:41])=[O:3], predict the reactants needed to synthesize it. The reactants are: C([O:3][C:4](=[O:41])[CH2:5][O:6][C:7]1[CH:12]=[CH:11][C:10]([S:13][C:14]2[CH:19]=[C:18]([O:20][C:21]3[CH:26]=[CH:25][C:24]([C:27]([F:30])([F:29])[F:28])=[CH:23][N:22]=3)[CH:17]=[C:16]([C:31]#[C:32][CH2:33][N:34]3[CH2:39][CH2:38][O:37][CH2:36][CH2:35]3)[CH:15]=2)=[CH:9][C:8]=1[CH3:40])C.[OH-].[Na+].Cl.